From a dataset of Drug-target binding data from BindingDB using IC50 measurements. Regression. Given a target protein amino acid sequence and a drug SMILES string, predict the binding affinity score between them. We predict pIC50 (pIC50 = -log10(IC50 in M); higher means more potent). Dataset: bindingdb_ic50. (1) The compound is C[C@H](CCC(=O)N[C@@H](CC(=O)O)C(=O)O)C1CC[C@H]2C3CC[C@@H]4C[C@H](OC(=O)CCC(=O)O)CC[C@]4(C)C3CC[C@]12C. The target protein (Q11205) has sequence MKCSLRVWFLSMAFLLVFIMSLLFTYSHHSMATLPYLDSGTLGGTHRVKLVPGYTGQQRLVKEGLSGKSCTCSRCMGDAGTSEWFDSHFDSNISPVWTRDNMNLTPDVQRWWMMLQPQFKSHNTNEVLEKLFQIVPGENPYRFRDPQQCRRCAVVGNSGNLRGSGYGQEVDSHNFIMRMNQAPTVGFEKDVGSRTTHHFMYPESAKNLPANVSFVLVPFKALDLMWIASALSTGQIRFTYAPVKSFLRVDKEKVQIYNPAFFKYIHDRWTEHHGRYPSTGMLVLFFALHVCDEVNVYGFGADSRGNWHHYWENNRYAGEFRKTGVHDADFEAHIIDILAKASKIEVYRGN. The pIC50 is 4.7. (2) The small molecule is CCCCCCCCCCCCCCCCN1NN=C(NC(=O)Nc2c(C(C)C)cccc2C(C)C)N1. The target protein sequence is PLFLKEVGSHFDDFVTNLIEKSASLDNGGCALTTFSILKEMKNNHRAKDLRAPPEQGKIFVARRSLLDELFEVDHIRTIYHMFIALLILFILSTLVVDYIDEGRLVLEFNLLSYAFGKLPTVVWTWWTMFLSTLSIPYFLFQHWANGYSKSSHPLMYSLFHGLLFMVFQLGILGFGPTYIVLAYTLPPASRFIVILEQIRLIMKAHSFVRENVPRVLNSAKEKSSTVPIPTVNQYLYFLFAPTLIYRDSYPRTPTVRWGYVAMQFAQVFGCLFYVYYIFERLCAPLFRNIKQEPFSARVLVLCIF. The pIC50 is 7.2. (3) The pIC50 is 7.9. The target protein (P0A725) has sequence MIKQRTLKRIVQATGVGLHTGKKVTLTLRPAPANTGVIYRRTDLNPPVDFPADAKSVRDTMLCTCLVNEHDVRISTVEHLNAALAGLGIDNIVIEVNAPEIPIMDGSAAPFVYLLLDAGIDELNCAKKFVRIKETVRVEDGDKWAEFKPYNGFSLDFTIDFNHPAIDSSNQRYAMNFSADAFMRQISRARTFGFMRDIEYLQSRGLCLGGSFDCAIVVDDYRVLNEDGLRFEDEFVRHKMLDAIGDLFMCGHNIIGAFTAYKSGHALNNKLLQAVLAKQEAWEYVTFQDDAELPLAFKAPSAVLA. The small molecule is CNC(=O)[C@@](C)(C(=O)NO)N(C)C(=O)c1ccc(C#Cc2coc(COC)c2)cc1. (4) The small molecule is Cc1c[nH]c2ncnc(N3CCN(C(=O)Nc4cccc(C(=O)NC(CO)CO)c4)[C@@H](C)C3)c12. The target protein (P53671) has sequence MSALAGEDVWRCPGCGDHIAPSQIWYRTVNETWHGSCFRCSECQDSLTNWYYEKDGKLYCPKDYWGKFGEFCHGCSLLMTGPFMVAGEFKYHPECFACMSCKVIIEDGDAYALVQHATLYCGKCHNEVVLAPMFERLSTESVQEQLPYSVTLISMPATTEGRRGFSVSVESACSNYATTVQVKEVNRMHISPNNRNAIHPGDRILEINGTPVRTLRVEEVEDAISQTSQTLQLLIEHDPVSQRLDQLRLEARLAPHMQNAGHPHALSTLDTKENLEGTLRRRSLRRSNSISKSPGPSSPKEPLLFSRDISRSESLRCSSSYSQQIFRPCDLIHGEVLGKGFFGQAIKVTHKATGKVMVMKELIRCDEETQKTFLTEVKVMRSLDHPNVLKFIGVLYKDKKLNLLTEYIEGGTLKDFLRSMDPFPWQQKVRFAKGIASGMAYLHSMCIIHRDLNSHNCLIKLDKTVVVADFGLSRLIVEERKRAPMEKATTKKRTLRKNDR.... The pIC50 is 8.5. (5) The compound is O=C(O)[C@H](Cc1ccc2c(c1)oc1ccccc12)NC(=O)[C@H](Cc1ccc2c(c1)oc1ccccc12)NCP(=O)(O)O. The target protein (P42892) has sequence MRGVWPPPVSALLSALGMSTYKRATLDEEDLVDSLSEGDAYPNGLQVNFHSPRSGQRCWAARTQVEKRLVVLVVLLAAGLVACLAALGIQYQTRSPSVCLSEACVSVTSSILSSMDPTVDPCHDFFSYACGGWIKANPVPDGHSRWGTFSNLWEHNQAIIKHLLENSTASVSEAERKAQVYYRACMNETRIEELRAKPLMELIERLGGWNITGPWAKDNFQDTLQVVTAHYRTSPFFSVYVSADSKNSNSNVIQVDQSGLGLPSRDYYLNKTENEKVLTGYLNYMVQLGKLLGGGDEEAIRPQMQQILDFETALANITIPQEKRRDEELIYHKVTAAELQTLAPAINWLPFLNTIFYPVEINESEPIVVYDKEYLEQISTLINTTDRCLLNNYMIWNLVRKTSSFLDQRFQDADEKFMEVMYGTKKTCLPRWKFCVSDTENNLGFALGPMFVKATFAEDSKSIATEIILEIKKAFEESLSTLKWMDEETRKSAKEKADAI.... The pIC50 is 8.2. (6) The small molecule is CN(C)CCc1c[nH]c2ccc(CCN3CCN(C)S3(=O)=O)cc12. The pIC50 is 7.4. The target protein (P79400) has sequence AMTDLLVSILVMPISIPYTITQTWSFGQLLCDIWLSSDITCCTASILHLCVIALDRYWAITDALEYSKRRTAGHAAAMIAIVWAISICISIPPLFWRQARAHEEISDCLVNTSQISYTIYSTCGAFYIPSLLLIILYGRIYRAARNRILNPPSLYGKRFTTAHLITGSAGSSLCSLNPSLHEGHSHSAGSPLFFNHVKIKLADSVLERKRISAARERKATKTLGIILGAFIICWLPFFVASLVLPICRDSCWIHPALFDFFTWLGYLNSLINPIIYTVFNEEFRQAFQKVV. (7) The small molecule is Nc1nc2ncc(CCNc3ccc(C(=O)O)cc3)nc2c(=O)[nH]1. The target protein sequence is MCSLKWDYDLRCGEYTLNLNEKTLIMGILNVTPDSFSDGGSYNEVDAAVRHAKEMRDEGAHIIDIGGESTRPGFAKVSVEEEIKRVVPMIQAVSKEVKLPISIDTYKAEVAKQAIEAGAHIINDIWGAKAEPKIAEVAAHYDVPIILMHNRDNMNYRNLMADMIADLYDSIKIAKDAGVRDENIILDPGIGFAKTPEQNLEAMRNLEQLNVLGYPVLLGTSRKSFIGHVLDLPVEERLEGTGATVCLGIEKGCEFVRVHDVKEMSRMAKMMDAMIGKGVK. The pIC50 is 4.1. (8) The small molecule is CC1(c2nc(-c3ccc(NC(=O)Nc4cccc(C(F)(F)F)c4)c(F)c3F)c3c(N)nccn23)CC1. The target protein sequence is GSSPSLEQDDGDEETSVVIVGKISFCPKDVLGHGAEGTIVYRGMFDNRDVAVKRILPECFSFADREVQLLRESDEHPNVIRYFCTEKDRQFQYIAIELCAATLQEYVEQKDFAHLGLEPITLLQQTTSGLAHLHSLNIVHRDLKPHNILISMPNAHGKIKAMISDFGLCKKLAVGRHSFSRRSGVPGTEGWIAPEMLSEDCKENPTYTVDIFSAGCVFYYVISEGSHPFGKSLQRQANILLGACSLDCLHPEKHEDVIARELIEKMIAMDPQKRPSAKHVLKHPFFWSLEKQLQFFQDVSDRIEKESLDGPIVKQLERGGRAVVKMDWRENITVPLQTDLRKFRTYKGGSVRDLLRAMRNKKHHYRELPAEVRETLGSLPDDFVCYFTSRFPHLLAHTYRAMELCSHERLFQPYYFHEPPEPQPPVTPDAL. The pIC50 is 4.8.